Dataset: Catalyst prediction with 721,799 reactions and 888 catalyst types from USPTO. Task: Predict which catalyst facilitates the given reaction. (1) Reactant: O=[C:2]1[CH2:7][O:6][C:5]2[CH:8]=[C:9]([F:12])[CH:10]=[CH:11][C:4]=2[NH:3]1.[H-].[H-].[H-].[H-].[Li+].[Al+3]. Product: [F:12][C:9]1[CH:10]=[CH:11][C:4]2[NH:3][CH2:2][CH2:7][O:6][C:5]=2[CH:8]=1. The catalyst class is: 1. (2) Reactant: CS(O[CH:6]1[CH2:11][CH2:10][O:9][CH:8]([C:12]2[CH:17]=[CH:16][C:15]([Cl:18])=[CH:14][CH:13]=2)[CH2:7]1)(=O)=O.C([O-])([O-])=O.[K+].[K+].[F:25][C:26]([F:35])([F:34])[C:27]1[CH:28]=[C:29]([SH:33])[CH:30]=[CH:31][CH:32]=1. Product: [Cl:18][C:15]1[CH:14]=[CH:13][C:12]([CH:8]2[CH2:7][CH:6]([S:33][C:29]3[CH:30]=[CH:31][CH:32]=[C:27]([C:26]([F:25])([F:34])[F:35])[CH:28]=3)[CH2:11][CH2:10][O:9]2)=[CH:17][CH:16]=1. The catalyst class is: 18.